Dataset: Full USPTO retrosynthesis dataset with 1.9M reactions from patents (1976-2016). Task: Predict the reactants needed to synthesize the given product. (1) Given the product [CH3:19][C:13]1([CH3:18])[CH2:12][CH2:11][C:10]2[C:15](=[CH:16][CH:17]=[C:8]([C:6]3[N:24]([C:25]4[CH:30]=[CH:29][C:28]([S:31]([NH2:34])(=[O:32])=[O:33])=[CH:27][CH:26]=4)[C:1]([CH3:2])=[C:4]([C:20](=[O:23])[CH2:21][CH3:22])[CH:5]=3)[CH:9]=2)[O:14]1, predict the reactants needed to synthesize it. The reactants are: [C:1]([CH:4]([C:20](=[O:23])[CH2:21][CH3:22])[CH2:5][C:6]([C:8]1[CH:9]=[C:10]2[C:15](=[CH:16][CH:17]=1)[O:14][C:13]([CH3:19])([CH3:18])[CH2:12][CH2:11]2)=O)(=O)[CH3:2].[NH2:24][C:25]1[CH:30]=[CH:29][C:28]([S:31]([NH2:34])(=[O:33])=[O:32])=[CH:27][CH:26]=1.N. (2) Given the product [O:1]=[C:2]1[N:6]([C:7]2[CH:8]=[CH:9][C:10]3[C:16]4[NH:38][N:39]=[C:18]([C:20]5[O:21][C:22]([C:25]6[CH:26]=[CH:27][CH:28]=[CH:29][CH:30]=6)=[N:23][N:24]=5)[C:15]=4[CH2:14][CH2:13][CH2:12][C:11]=3[CH:31]=2)[CH2:5][C@H:4]([CH2:32][NH:33][C:34](=[O:36])[CH3:35])[O:3]1, predict the reactants needed to synthesize it. The reactants are: [O:1]=[C:2]1[N:6]([C:7]2[CH:8]=[CH:9][C:10]3[C:16](=O)[CH:15]([C:18]([C:20]4[O:21][C:22]([C:25]5[CH:30]=[CH:29][CH:28]=[CH:27][CH:26]=5)=[N:23][N:24]=4)=O)[CH2:14][CH2:13][CH2:12][C:11]=3[CH:31]=2)[CH2:5][C@H:4]([CH2:32][NH:33][C:34](=[O:36])[CH3:35])[O:3]1.O.[NH2:38][NH2:39]. (3) The reactants are: C(O)(=O)C.[Cl:5][C:6]1[CH:7]=[C:8]([C:13]2([C:31]([F:34])([F:33])[F:32])[O:17][N:16]=[C:15]([C:18]3[CH:23]=[CH:22][C:21]([N+:24]([O-])=O)=[C:20]([O:27][CH:28]([F:30])[F:29])[CH:19]=3)[CH2:14]2)[CH:9]=[C:10]([Cl:12])[CH:11]=1. Given the product [NH2:24][C:21]1[CH:22]=[CH:23][C:18]([C:15]2[CH2:14][C:13]([C:8]3[CH:7]=[C:6]([Cl:5])[CH:11]=[C:10]([Cl:12])[CH:9]=3)([C:31]([F:33])([F:34])[F:32])[O:17][N:16]=2)=[CH:19][C:20]=1[O:27][CH:28]([F:29])[F:30], predict the reactants needed to synthesize it. (4) Given the product [NH2:8][C:7]1[CH:6]=[CH:5][C:4]([CH2:11][S:12]([NH2:15])(=[O:13])=[O:14])=[CH:3][C:2]=1[CH3:1], predict the reactants needed to synthesize it. The reactants are: [CH3:1][C:2]1[CH:3]=[C:4]([CH2:11][S:12]([NH2:15])(=[O:14])=[O:13])[CH:5]=[CH:6][C:7]=1[N+:8]([O-])=O.CCO.CC(O)=O.